From a dataset of Full USPTO retrosynthesis dataset with 1.9M reactions from patents (1976-2016). Predict the reactants needed to synthesize the given product. (1) The reactants are: [O:1]1[C:5]2=[N:6][CH:7]=[CH:8][CH:9]=[C:4]2[C:3]([OH:10])=[N:2]1.[N:11]([CH2:14][CH2:15][CH2:16][CH2:17][CH2:18][CH3:19])=[C:12]=[O:13]. Given the product [CH2:14]([NH:11][C:12]([N:2]1[C:3](=[O:10])[C:4]2[C:5](=[N:6][CH:7]=[CH:8][CH:9]=2)[O:1]1)=[O:13])[CH2:15][CH2:16][CH2:17][CH2:18][CH3:19], predict the reactants needed to synthesize it. (2) The reactants are: [CH3:1][C:2]1[CH:3]=[C:4]([S:8]([Cl:11])(=[O:10])=[O:9])[CH:5]=[CH:6][CH:7]=1.C1C(=O)N([Br:19])C(=O)C1. Given the product [Br:19][CH2:1][C:2]1[CH:3]=[C:4]([S:8]([Cl:11])(=[O:10])=[O:9])[CH:5]=[CH:6][CH:7]=1, predict the reactants needed to synthesize it. (3) Given the product [Cl:38][C:39]1[C:40]([C:49]([F:51])([F:50])[F:52])=[N:41][N:42]([CH2:45][C:46]([N:35]2[CH2:36][CH2:37][N:32]([C:27]3[CH:28]=[CH:29][CH:30]=[CH:31][C:26]=3[CH3:25])[CH2:33][CH2:34]2)=[O:47])[C:43]=1[CH3:44], predict the reactants needed to synthesize it. The reactants are: CN(C(ON1N=NC2C=CC=NC1=2)=[N+](C)C)C.F[P-](F)(F)(F)(F)F.[CH3:25][C:26]1[CH:31]=[CH:30][CH:29]=[CH:28][C:27]=1[N:32]1[CH2:37][CH2:36][NH:35][CH2:34][CH2:33]1.[Cl:38][C:39]1[C:40]([C:49]([F:52])([F:51])[F:50])=[N:41][N:42]([CH2:45][C:46](O)=[O:47])[C:43]=1[CH3:44]. (4) Given the product [OH:33][N:32]=[CH:1][C:3]1[C:28]([O:29][CH3:30])=[CH:27][C:6]2[C:7]3[N:12]([CH:13]([C:15]([CH3:20])([CH3:19])[CH2:16][O:17][CH3:18])[CH2:14][C:5]=2[CH:4]=1)[CH:11]=[C:10]([C:21]([O:23][CH2:24][CH3:25])=[O:22])[C:9](=[O:26])[CH:8]=3, predict the reactants needed to synthesize it. The reactants are: [CH:1]([C:3]1[C:28]([O:29][CH3:30])=[CH:27][C:6]2[C:7]3[N:12]([CH:13]([C:15]([CH3:20])([CH3:19])[CH2:16][O:17][CH3:18])[CH2:14][C:5]=2[CH:4]=1)[CH:11]=[C:10]([C:21]([O:23][CH2:24][CH3:25])=[O:22])[C:9](=[O:26])[CH:8]=3)=O.Cl.[NH2:32][OH:33].C([O-])([O-])=O.[K+].[K+]. (5) Given the product [OH:10][CH2:9][C:7]1[C:5](=[O:6])[NH:4][C:2](=[O:3])[NH:1][CH:8]=1, predict the reactants needed to synthesize it. The reactants are: [NH:1]1[CH:8]=[CH:7][C:5](=[O:6])[NH:4][C:2]1=[O:3].[CH2:9]=[O:10].[OH-].[K+].Cl. (6) Given the product [F:1][C:2]1[CH:7]=[CH:6][C:5]([CH2:8][C:9]2[CH:18]=[C:17]3[C:12]([C:13]([OH:36])=[C:14]([C:31]([NH:37][CH2:38][C@@H:39]([OH:41])[CH3:40])=[O:32])[C:15](=[O:30])[N:16]3[CH2:19][CH2:20][CH2:21][N:22]3[CH2:28][CH2:27][CH2:26][CH2:25][CH2:24][C:23]3=[O:29])=[N:11][CH:10]=2)=[CH:4][CH:3]=1, predict the reactants needed to synthesize it. The reactants are: [F:1][C:2]1[CH:7]=[CH:6][C:5]([CH2:8][C:9]2[CH:18]=[C:17]3[C:12]([C:13]([OH:36])=[C:14]([C:31](OCC)=[O:32])[C:15](=[O:30])[N:16]3[CH2:19][CH2:20][CH2:21][N:22]3[CH2:28][CH2:27][CH2:26][CH2:25][CH2:24][C:23]3=[O:29])=[N:11][CH:10]=2)=[CH:4][CH:3]=1.[NH2:37][CH2:38][C@@H:39]([OH:41])[CH3:40]. (7) Given the product [NH2:7][CH2:6][CH2:5][CH2:4][N:3]([CH2:1][CH3:2])[C:8](=[O:9])[O:10][C:11]([CH3:14])([CH3:13])[CH3:12], predict the reactants needed to synthesize it. The reactants are: [CH2:1]([NH:3][CH2:4][CH2:5][C:6]#[N:7])[CH3:2].[C:8](OC([O-])=O)([O:10][C:11]([CH3:14])([CH3:13])[CH3:12])=[O:9].[H-].[H-].[H-].[H-].[Li+].[Al+3]. (8) The reactants are: [O:1]1[CH2:6][CH2:5][CH:4]([CH2:7][C:8]([OH:10])=O)[CH2:3][CH2:2]1.C(Cl)(=O)C([Cl:14])=O. Given the product [O:1]1[CH2:6][CH2:5][CH:4]([CH2:7][C:8]([Cl:14])=[O:10])[CH2:3][CH2:2]1, predict the reactants needed to synthesize it.